Dataset: NCI-60 drug combinations with 297,098 pairs across 59 cell lines. Task: Regression. Given two drug SMILES strings and cell line genomic features, predict the synergy score measuring deviation from expected non-interaction effect. (1) Drug 1: CC1CCC2CC(C(=CC=CC=CC(CC(C(=O)C(C(C(=CC(C(=O)CC(OC(=O)C3CCCCN3C(=O)C(=O)C1(O2)O)C(C)CC4CCC(C(C4)OC)O)C)C)O)OC)C)C)C)OC. Drug 2: C1CN1C2=NC(=NC(=N2)N3CC3)N4CC4. Cell line: K-562. Synergy scores: CSS=32.3, Synergy_ZIP=-3.83, Synergy_Bliss=-1.96, Synergy_Loewe=-3.99, Synergy_HSA=-2.54. (2) Drug 2: CCC1=C2N=C(C=C(N2N=C1)NCC3=C[N+](=CC=C3)[O-])N4CCCCC4CCO. Drug 1: C1CC(C1)(C(=O)O)C(=O)O.[NH2-].[NH2-].[Pt+2]. Synergy scores: CSS=58.8, Synergy_ZIP=1.70, Synergy_Bliss=3.31, Synergy_Loewe=-15.6, Synergy_HSA=4.48. Cell line: UACC62. (3) Drug 1: CC1CCC2CC(C(=CC=CC=CC(CC(C(=O)C(C(C(=CC(C(=O)CC(OC(=O)C3CCCCN3C(=O)C(=O)C1(O2)O)C(C)CC4CCC(C(C4)OC)O)C)C)O)OC)C)C)C)OC. Drug 2: C1=NNC2=C1C(=O)NC=N2. Cell line: UO-31. Synergy scores: CSS=26.4, Synergy_ZIP=-6.72, Synergy_Bliss=0.390, Synergy_Loewe=-70.3, Synergy_HSA=0.713. (4) Drug 2: C1=CC=C(C=C1)NC(=O)CCCCCCC(=O)NO. Drug 1: CCC1(CC2CC(C3=C(CCN(C2)C1)C4=CC=CC=C4N3)(C5=C(C=C6C(=C5)C78CCN9C7C(C=CC9)(C(C(C8N6C)(C(=O)OC)O)OC(=O)C)CC)OC)C(=O)OC)O.OS(=O)(=O)O. Cell line: K-562. Synergy scores: CSS=19.9, Synergy_ZIP=3.95, Synergy_Bliss=3.46, Synergy_Loewe=3.01, Synergy_HSA=1.93. (5) Drug 1: COC1=C(C=C2C(=C1)N=CN=C2NC3=CC(=C(C=C3)F)Cl)OCCCN4CCOCC4. Synergy scores: CSS=14.4, Synergy_ZIP=-12.5, Synergy_Bliss=-11.8, Synergy_Loewe=-15.2, Synergy_HSA=-8.65. Cell line: HS 578T. Drug 2: C1=NC2=C(N1)C(=S)N=CN2. (6) Drug 1: CC1=C(C=C(C=C1)C(=O)NC2=CC(=CC(=C2)C(F)(F)F)N3C=C(N=C3)C)NC4=NC=CC(=N4)C5=CN=CC=C5. Drug 2: CCCCCOC(=O)NC1=NC(=O)N(C=C1F)C2C(C(C(O2)C)O)O. Cell line: SNB-19. Synergy scores: CSS=-7.68, Synergy_ZIP=2.81, Synergy_Bliss=-2.32, Synergy_Loewe=-5.85, Synergy_HSA=-8.23. (7) Drug 1: CCCCC(=O)OCC(=O)C1(CC(C2=C(C1)C(=C3C(=C2O)C(=O)C4=C(C3=O)C=CC=C4OC)O)OC5CC(C(C(O5)C)O)NC(=O)C(F)(F)F)O. Drug 2: C1CN(CCN1C(=O)CCBr)C(=O)CCBr. Cell line: SF-295. Synergy scores: CSS=29.0, Synergy_ZIP=-10.6, Synergy_Bliss=-12.0, Synergy_Loewe=-10.8, Synergy_HSA=-7.70.